This data is from Full USPTO retrosynthesis dataset with 1.9M reactions from patents (1976-2016). The task is: Predict the reactants needed to synthesize the given product. (1) Given the product [Cl:1][C:2]1[C:10]2[C:5](=[CH:6][CH:7]=[CH:8][CH:9]=2)[N:4]([C:11]2[CH:12]=[CH:13][C:14]([CH2:15][NH:16][C:38]([C:35]3([NH:34][C:32]([C:30]4[O:29][N:28]=[C:27]([O:26][CH3:25])[CH:31]=4)=[O:33])[CH2:36][CH2:37]3)=[O:39])=[CH:17][CH:18]=2)[C:3]=1[C:19]1[O:20][C:21]([CH3:24])=[CH:22][N:23]=1, predict the reactants needed to synthesize it. The reactants are: [Cl:1][C:2]1[C:10]2[C:5](=[CH:6][CH:7]=[CH:8][CH:9]=2)[N:4]([C:11]2[CH:18]=[CH:17][C:14]([CH2:15][NH2:16])=[CH:13][CH:12]=2)[C:3]=1[C:19]1[O:20][C:21]([CH3:24])=[CH:22][N:23]=1.[CH3:25][O:26][C:27]1[CH:31]=[C:30]([C:32]([NH:34][C:35]2([C:38](O)=[O:39])[CH2:37][CH2:36]2)=[O:33])[O:29][N:28]=1.C(Cl)CCl.O.OC1C2N=NNC=2C=CC=1.C(N(CC)CC)C. (2) Given the product [C:9]([N:8]([C:5]1[CH:4]=[CH:3][C:2]([Cl:1])=[CH:7][CH:6]=1)[C@H:12]1[C:21]2[C:16](=[CH:17][CH:18]=[CH:19][CH:20]=2)[N:15]([C:22]([C:23]2[CH:24]=[CH:25][C:26]([C:29]([NH2:30])=[O:37])=[CH:27][CH:28]=2)=[O:31])[C@@H:14]([CH3:32])[CH2:13]1)(=[O:11])[CH3:10], predict the reactants needed to synthesize it. The reactants are: [Cl:1][C:2]1[CH:7]=[CH:6][C:5]([N:8]([C@H:12]2[C:21]3[C:16](=[CH:17][CH:18]=[CH:19][CH:20]=3)[N:15]([C:22](=[O:31])[C:23]3[CH:28]=[CH:27][C:26]([C:29]#[N:30])=[CH:25][CH:24]=3)[C@@H:14]([CH3:32])[CH2:13]2)[C:9](=[O:11])[CH3:10])=[CH:4][CH:3]=1.[OH-].[K+].C([OH:37])C.Cl. (3) Given the product [CH3:1][O:2][C:3]1[CH:11]=[CH:10][C:6]([C:7]2[O:8][C:19](=[O:18])[S:13][N:9]=2)=[CH:5][CH:4]=1, predict the reactants needed to synthesize it. The reactants are: [CH3:1][O:2][C:3]1[CH:11]=[CH:10][C:6]([C:7]([NH2:9])=[O:8])=[CH:5][CH:4]=1.Cl[S:13]Cl.C1[CH2:19][O:18]CC1.